Dataset: Forward reaction prediction with 1.9M reactions from USPTO patents (1976-2016). Task: Predict the product of the given reaction. (1) Given the reactants [CH:1]1([C:7]2[C:8]3[CH:9]=[CH:10][C:11]([C:40]([O:42]C(C)(C)C)=[O:41])=[CH:12][C:13]=3[N:14]3[CH2:20][C:19]([C:21]4[O:25][CH:24]=[N:23][C:22]=4[C:26]([N:28]4[CH2:33][CH2:32][O:31][CH2:30][CH2:29]4)=[O:27])=[CH:18][C:17]4[CH:34]=[C:35]([O:38][CH3:39])[CH:36]=[CH:37][C:16]=4[C:15]=23)[CH2:6][CH2:5][CH2:4][CH2:3][CH2:2]1.C(O)(C(F)(F)F)=O, predict the reaction product. The product is: [CH:1]1([C:7]2[C:8]3[CH:9]=[CH:10][C:11]([C:40]([OH:42])=[O:41])=[CH:12][C:13]=3[N:14]3[CH2:20][C:19]([C:21]4[O:25][CH:24]=[N:23][C:22]=4[C:26]([N:28]4[CH2:33][CH2:32][O:31][CH2:30][CH2:29]4)=[O:27])=[CH:18][C:17]4[CH:34]=[C:35]([O:38][CH3:39])[CH:36]=[CH:37][C:16]=4[C:15]=23)[CH2:2][CH2:3][CH2:4][CH2:5][CH2:6]1. (2) Given the reactants C[O:2][C:3]([C:5]1[CH:13]=[C:12]([O:14]C(=O)C)[C:8]2[S:9][CH:10]=[CH:11][C:7]=2[CH:6]=1)=[O:4].O.[OH-].[Li+].Cl, predict the reaction product. The product is: [OH:14][C:12]1[C:8]2[S:9][CH:10]=[CH:11][C:7]=2[CH:6]=[C:5]([C:3]([OH:4])=[O:2])[CH:13]=1. (3) Given the reactants [C:1]([OH:9])(=O)[C:2]1[CH:7]=[CH:6][N:5]=[CH:4][CH:3]=1.[NH2:10][C:11]1[CH:19]=[CH:18][CH:17]=[C:16]2[C:12]=1[C:13]([C:24]([N:26]1[CH2:31][CH2:30][CH:29]([C:32]3[CH:33]=[C:34]([CH:43]=[CH:44][C:45]=3[F:46])[CH2:35][NH:36][C:37](=[O:42])[C:38]([F:41])([F:40])[F:39])[CH2:28][CH2:27]1)=[O:25])=[CH:14][N:15]2[CH2:20][CH2:21][O:22][CH3:23], predict the reaction product. The product is: [F:46][C:45]1[CH:44]=[CH:43][C:34]([CH2:35][NH:36][C:37](=[O:42])[C:38]([F:41])([F:40])[F:39])=[CH:33][C:32]=1[CH:29]1[CH2:28][CH2:27][N:26]([C:24]([C:13]2[C:12]3[C:16](=[CH:17][CH:18]=[CH:19][C:11]=3[NH:10][C:1](=[O:9])[C:2]3[CH:3]=[CH:4][N:5]=[CH:6][CH:7]=3)[N:15]([CH2:20][CH2:21][O:22][CH3:23])[CH:14]=2)=[O:25])[CH2:31][CH2:30]1. (4) Given the reactants [CH:1]1([C:4]2[N:8]([C:9]3[N:17]=[C:16]4[C:12]([N:13]=[C:14]([CH:19]=O)[N:15]4[CH3:18])=[C:11]([N:21]4[CH2:26][CH2:25][O:24][CH2:23][CH2:22]4)[N:10]=3)[C:7]3[CH:27]=[CH:28][CH:29]=[CH:30][C:6]=3[N:5]=2)[CH2:3][CH2:2]1.[O:31]1[CH2:36][CH2:35][CH:34]([CH:37]2[CH2:40][NH:39][CH2:38]2)[CH2:33][CH2:32]1.C(O[BH-](OC(=O)C)OC(=O)C)(=O)C.[Na+], predict the reaction product. The product is: [CH:1]1([C:4]2[N:8]([C:9]3[N:17]=[C:16]4[C:12]([N:13]=[C:14]([CH2:19][N:39]5[CH2:40][CH:37]([CH:34]6[CH2:35][CH2:36][O:31][CH2:32][CH2:33]6)[CH2:38]5)[N:15]4[CH3:18])=[C:11]([N:21]4[CH2:26][CH2:25][O:24][CH2:23][CH2:22]4)[N:10]=3)[C:7]3[CH:27]=[CH:28][CH:29]=[CH:30][C:6]=3[N:5]=2)[CH2:2][CH2:3]1. (5) Given the reactants [Cl:1][C:2]1[C:3]([C:12]2([CH:15]=[N:16]S(C(C)(C)C)=O)[CH2:14][CH2:13]2)=[N:4][CH:5]=[C:6]([C:8]([F:11])([F:10])[F:9])[CH:7]=1.[CH3:23][Mg]Br.[Cl-].[NH4+], predict the reaction product. The product is: [Cl:1][C:2]1[C:3]([C:12]2([CH:15]([NH2:16])[CH3:23])[CH2:13][CH2:14]2)=[N:4][CH:5]=[C:6]([C:8]([F:9])([F:10])[F:11])[CH:7]=1.